Task: Predict the reactants needed to synthesize the given product.. Dataset: Full USPTO retrosynthesis dataset with 1.9M reactions from patents (1976-2016) Given the product [C:1]([O:4][CH2:5][C:6](=[O:16])[CH2:7][C:8]1[S:22][CH:11]=[CH:10][CH:9]=1)(=[O:3])[CH3:2], predict the reactants needed to synthesize it. The reactants are: [C:1]([O:4][CH2:5][C:6](=[O:16])[CH2:7][C:8]1C=C[C:11](Cl)=[C:10](Cl)[CH:9]=1)(=[O:3])[CH3:2].ClCC(=O)CC1[S:22]C=CC=1.C(O)(=O)C.C(N(CC)CC)C.